From a dataset of Forward reaction prediction with 1.9M reactions from USPTO patents (1976-2016). Predict the product of the given reaction. (1) Given the reactants [CH3:1][C:2]1([CH3:10])[CH2:7][CH2:6][CH2:5][C:4]([CH3:9])([CH3:8])[NH:3]1.[C:11](#[N:14])[CH2:12]O, predict the reaction product. The product is: [NH2:14][CH2:11][CH2:12][N:3]1[C:4]([CH3:9])([CH3:8])[CH2:5][CH2:6][CH2:7][C:2]1([CH3:10])[CH3:1]. (2) Given the reactants C(N(CC)CC)C.C(OP([Cl:16])(OCC)=S)C.[CH3:17][C:18]1[NH:19][C:20]([CH3:40])=[C:21]([C:36]([O:38][CH3:39])=[O:37])[CH:22]([C:27]2[CH:32]=[CH:31][CH:30]=[C:29]([N+:33]([O-:35])=[O:34])[CH:28]=2)[C:23]=1[C:24]([OH:26])=[O:25].[CH3:41][C:42](O)([CH3:61])[CH2:43][N:44]([CH3:60])[CH2:45][CH2:46][CH:47]([C:54]1[CH:59]=[CH:58][CH:57]=[CH:56][CH:55]=1)[C:48]1[CH:53]=[CH:52][CH:51]=[CH:50][CH:49]=1, predict the reaction product. The product is: [CH3:40][C:20]1[NH:19][C:18]([CH3:17])=[C:23]([C:24]([O:26][C:42]([CH2:43][N:44]([CH2:45][CH2:46][CH:47]([C:54]2[CH:55]=[CH:56][CH:57]=[CH:58][CH:59]=2)[C:48]2[CH:49]=[CH:50][CH:51]=[CH:52][CH:53]=2)[CH3:60])([CH3:61])[CH3:41])=[O:25])[CH:22]([C:27]2[CH:32]=[CH:31][CH:30]=[C:29]([N+:33]([O-:35])=[O:34])[CH:28]=2)[C:21]=1[C:36]([O:38][CH3:39])=[O:37].[ClH:16].